Dataset: Reaction yield outcomes from USPTO patents with 853,638 reactions. Task: Predict the reaction yield, written as a fraction of the theoretical maximum amount of product (1.0 means a 100% yield; for example, 0.34 means a 34% yield). (1) The reactants are [Cl:1][C:2]1[C:3]([CH3:18])=[C:4]([C:10]2[CH:15]=[CH:14][CH:13]=[C:12]([CH:16]=[O:17])[CH:11]=2)[C:5]([CH3:9])=[CH:6][C:7]=1[OH:8].N1C=CN=C1.[C:24]([Si:28]([CH3:31])([CH3:30])Cl)([CH3:27])([CH3:26])[CH3:25].O. The catalyst is CN(C)C=O. The product is [Si:28]([O:8][C:7]1[CH:6]=[C:5]([CH3:9])[C:4]([C:10]2[CH:15]=[CH:14][CH:13]=[C:12]([CH:16]=[O:17])[CH:11]=2)=[C:3]([CH3:18])[C:2]=1[Cl:1])([C:24]([CH3:27])([CH3:26])[CH3:25])([CH3:31])[CH3:30]. The yield is 0.880. (2) The catalyst is C1C=CC([P]([Pd]([P](C2C=CC=CC=2)(C2C=CC=CC=2)C2C=CC=CC=2)([P](C2C=CC=CC=2)(C2C=CC=CC=2)C2C=CC=CC=2)[P](C2C=CC=CC=2)(C2C=CC=CC=2)C2C=CC=CC=2)(C2C=CC=CC=2)C2C=CC=CC=2)=CC=1.C(#N)C. The yield is 0.220. The product is [Cl:17][C:6]1[CH:5]=[N:4][CH:3]=[C:2]([C:18]2[CH:23]=[CH:22][CH:21]=[CH:20][CH:19]=2)[C:7]=1[N:8]1[CH2:13][CH2:12][CH:11]([C:14]([NH2:16])=[O:15])[CH2:10][CH2:9]1. The reactants are Cl[C:2]1[CH:3]=[N:4][CH:5]=[C:6]([Cl:17])[C:7]=1[N:8]1[CH2:13][CH2:12][CH:11]([C:14]([NH2:16])=[O:15])[CH2:10][CH2:9]1.[C:18]1(B(O)O)[CH:23]=[CH:22][CH:21]=[CH:20][CH:19]=1.C(=O)([O-])[O-].[Na+].[Na+]. (3) The reactants are [NH2:1][CH2:2][C:3]1[C:4]([F:20])=[C:5]([O:10][C:11]2[CH:12]=[C:13]([CH:16]=[C:17]([Br:19])[CH:18]=2)[C:14]#[N:15])[C:6]([Cl:9])=[CH:7][CH:8]=1.[Cl:21][C:22]1[N:23]=[C:24]([CH3:30])[NH:25][C:26]=1[C:27](O)=[O:28].C1C=CC2N(O)N=NC=2C=1.C(Cl)CCl. The catalyst is CN(C=O)C.CCOC(C)=O. The product is [Br:19][C:17]1[CH:18]=[C:11]([O:10][C:5]2[C:4]([F:20])=[C:3]([CH2:2][NH:1][C:27]([C:26]3[NH:25][C:24]([CH3:30])=[N:23][C:22]=3[Cl:21])=[O:28])[CH:8]=[CH:7][C:6]=2[Cl:9])[CH:12]=[C:13]([C:14]#[N:15])[CH:16]=1. The yield is 0.440. (4) The reactants are [Cl:1][C:2]1[CH:7]=[CH:6][CH:5]=[CH:4][C:3]=1[S:8]([N:11]1[CH2:16][CH2:15][NH:14][C:13]2[N:17]=[CH:18][C:19](I)=[CH:20][C:12]1=2)(=[O:10])=[O:9].[CH3:22][N:23]1[CH2:28][CH2:27][N:26]([C:29]2[CH:34]=[CH:33][C:32](B3OC(C)(C)C(C)(C)O3)=[CH:31][N:30]=2)[CH2:25][CH2:24]1. No catalyst specified. The product is [Cl:1][C:2]1[CH:7]=[CH:6][CH:5]=[CH:4][C:3]=1[S:8]([N:11]1[CH2:16][CH2:15][NH:14][C:13]2[N:17]=[CH:18][C:19]([C:32]3[CH:31]=[N:30][C:29]([N:26]4[CH2:25][CH2:24][N:23]([CH3:22])[CH2:28][CH2:27]4)=[CH:34][CH:33]=3)=[CH:20][C:12]1=2)(=[O:10])=[O:9]. The yield is 0.410. (5) The reactants are [Br:1][C:2]1[CH:22]=[CH:21][C:5]([C:6]([N:8]([CH2:18][CH2:19][OH:20])[CH2:9][C:10]2[CH:15]=[CH:14][C:13]([O:16][CH3:17])=[CH:12][CH:11]=2)=[O:7])=[C:4](F)[CH:3]=1.[H-].[Na+].CCOC(C)=O.[NH4+].[Cl-]. The catalyst is CN(C=O)C.CCCCCC. The product is [Br:1][C:2]1[CH:22]=[CH:21][C:5]2[C:6](=[O:7])[N:8]([CH2:9][C:10]3[CH:15]=[CH:14][C:13]([O:16][CH3:17])=[CH:12][CH:11]=3)[CH2:18][CH2:19][O:20][C:4]=2[CH:3]=1. The yield is 0.633. (6) The reactants are [CH3:1][NH:2][CH:3]1[CH2:16][C:15]2[C:6]([CH3:25])([CH:7]3[CH:12]([CH2:13][CH:14]=2)[CH:11]2[CH2:17][CH2:18][CH:19]4[CH:20]([CH3:24])[N:21]([CH3:23])[CH2:22][C:10]24[CH2:9][CH2:8]3)[CH2:5][CH2:4]1.C(N(CC)CC)C.[C:33](Cl)([Cl:35])=[O:34]. The catalyst is ClCCl. The product is [CH3:1][N:2]([CH:3]1[CH2:16][C:15]2[C:6]([CH3:25])([CH:7]3[CH:12]([CH2:13][CH:14]=2)[CH:11]2[CH2:17][CH2:18][CH:19]4[CH:20]([CH3:24])[N:21]([CH3:23])[CH2:22][C:10]24[CH2:9][CH2:8]3)[CH2:5][CH2:4]1)[C:33]([Cl:35])=[O:34]. The yield is 0.978.